From a dataset of Full USPTO retrosynthesis dataset with 1.9M reactions from patents (1976-2016). Predict the reactants needed to synthesize the given product. (1) Given the product [ClH:1].[ClH:28].[Cl:28][C:29]1[CH:34]=[C:33]([C:2]2[N:3]=[C:4]3[C:9](=[CH:10][CH:11]=2)[N:8]=[CH:7][C:6]([C:12](=[O:14])[CH3:13])=[C:5]3[NH:15][C@H:16]2[CH2:17][CH2:18][C@H:19]([CH2:22][N:23]([CH2:25][CH2:26][OH:27])[CH3:24])[CH2:20][CH2:21]2)[CH:32]=[C:31]([Cl:44])[C:30]=1[OH:45], predict the reactants needed to synthesize it. The reactants are: [Cl:1][C:2]1[N:3]=[C:4]2[C:9](=[CH:10][CH:11]=1)[N:8]=[CH:7][C:6]([C:12](=[O:14])[CH3:13])=[C:5]2[NH:15][CH:16]1[CH2:21][CH2:20][CH:19]([CH2:22][N:23]([CH2:25][CH2:26][OH:27])[CH3:24])[CH2:18][CH2:17]1.[Cl:28][C:29]1[CH:34]=[C:33](B2OC(C)(C)C(C)(C)O2)[CH:32]=[C:31]([Cl:44])[C:30]=1[OH:45].C1(N)C(F)=C(F)C(F)=C(N)C=1F.Cl.Cl. (2) Given the product [C:1]1([C:11]23[CH2:16][CH:15]2[C:14](=[O:17])[CH2:13][CH2:12]3)[C:10]2[C:5](=[CH:6][CH:7]=[CH:8][CH:9]=2)[CH:4]=[CH:3][CH:2]=1, predict the reactants needed to synthesize it. The reactants are: [C:1]1([C:11]23[CH2:16][CH:15]2[CH:14]([OH:17])[CH2:13][CH2:12]3)[C:10]2[C:5](=[CH:6][CH:7]=[CH:8][CH:9]=2)[CH:4]=[CH:3][CH:2]=1.N1C=CC=CC=1.CC(OI1(OC(C)=O)(OC(C)=O)OC(=O)C2C=CC=CC1=2)=O. (3) Given the product [CH2:8]1[C:3]2([CH2:16][CH2:17][CH2:18][NH:19][CH2:1]2)[CH2:4][CH2:5][N:6]([C:9]([O:11][C:12]([CH3:15])([CH3:14])[CH3:13])=[O:10])[CH2:7]1, predict the reactants needed to synthesize it. The reactants are: [CH:1]([C:3]1([CH2:16][CH2:17][CH3:18])[CH2:8][CH2:7][N:6]([C:9]([O:11][C:12]([CH3:15])([CH3:14])[CH3:13])=[O:10])[CH2:5][CH2:4]1)=O.[NH3:19]. (4) Given the product [ClH:44].[CH3:37][N:38]([CH3:43])[CH2:39][C:40]([N:34]1[CH2:35][CH2:36][CH:31]([CH2:30][C:6]2[CH:5]=[CH:4][C:3]([O:2][CH3:1])=[CH:8][C:7]=2[NH:9][C:10]2[C:11]([NH:20][S:21]([C:24]3[N:25]=[CH:26][N:27]([CH3:29])[CH:28]=3)(=[O:22])=[O:23])=[N:12][C:13]3[C:18]([N:19]=2)=[CH:17][CH:16]=[CH:15][CH:14]=3)[CH2:32][CH2:33]1)=[O:41], predict the reactants needed to synthesize it. The reactants are: [CH3:1][O:2][C:3]1[CH:4]=[CH:5][C:6]([CH2:30][CH:31]2[CH2:36][CH2:35][NH:34][CH2:33][CH2:32]2)=[C:7]([NH:9][C:10]2[C:11]([NH:20][S:21]([C:24]3[N:25]=[CH:26][N:27]([CH3:29])[CH:28]=3)(=[O:23])=[O:22])=[N:12][C:13]3[C:18]([N:19]=2)=[CH:17][CH:16]=[CH:15][CH:14]=3)[CH:8]=1.[CH3:37][N:38]([CH3:43])[CH2:39][C:40](O)=[O:41].[ClH:44].CN(C)CCCN=C=NCC. (5) Given the product [F:36][C:3]1[CH:34]=[CH:33][C:6]([CH2:7][NH:8][C:9]([C:11]2[S:32][C:14]3[N:15]([CH3:31])[C:16](=[O:30])[N:17]([CH2:20][C:21]4[CH:29]=[CH:28][C:24]([C:25]([OH:27])=[O:26])=[CH:23][CH:22]=4)[C:18](=[O:19])[C:13]=3[CH:12]=2)=[O:10])=[CH:5][CH:4]=1, predict the reactants needed to synthesize it. The reactants are: CN(C)[C:3]1[CH:34]=[CH:33][C:6]([CH2:7][NH:8][C:9]([C:11]2[S:32][C:14]3[N:15]([CH3:31])[C:16](=[O:30])[N:17]([CH2:20][C:21]4[CH:29]=[CH:28][C:24]([C:25]([OH:27])=[O:26])=[CH:23][CH:22]=4)[C:18](=[O:19])[C:13]=3[CH:12]=2)=[O:10])=[CH:5][CH:4]=1.[F:36]C(F)(F)C(O)=O. (6) Given the product [F:30][C:29]([F:32])([F:31])[C:27]([OH:33])=[O:28].[F:30][C:29]([F:32])([F:31])[C:27]([OH:33])=[O:28].[Cl:1][C:2]1[C:3]([N:14]2[CH2:19][CH2:18][NH:17][CH2:16][CH2:15]2)=[N:4][CH:5]=[C:6]([C:8]2[O:9][C:10]([CH3:13])=[CH:11][N:12]=2)[CH:7]=1, predict the reactants needed to synthesize it. The reactants are: [Cl:1][C:2]1[C:3]([N:14]2[CH2:19][CH2:18][N:17](C(OC(C)(C)C)=O)[CH2:16][CH2:15]2)=[N:4][CH:5]=[C:6]([C:8]2[O:9][C:10]([CH3:13])=[CH:11][N:12]=2)[CH:7]=1.[C:27]([OH:33])([C:29]([F:32])([F:31])[F:30])=[O:28].